Dataset: Forward reaction prediction with 1.9M reactions from USPTO patents (1976-2016). Task: Predict the product of the given reaction. (1) Given the reactants C(OC([N:8]([CH2:19][CH2:20][C:21]1[CH:26]=[CH:25][C:24]([S:27]([C:30]2[CH:31]=[C:32]([CH2:36][CH2:37][C:38]([OH:40])=[O:39])[CH:33]=[CH:34][CH:35]=2)(=[O:29])=[O:28])=[CH:23][CH:22]=1)[CH2:9][C@@H:10]([C:12]1[CH:17]=[CH:16][CH:15]=[C:14]([Cl:18])[CH:13]=1)[OH:11])=O)(C)(C)C.Cl.O1CCO[CH2:44][CH2:43]1, predict the reaction product. The product is: [ClH:18].[Cl:18][C:14]1[CH:13]=[C:12]([C@@H:10]([OH:11])[CH2:9][NH:8][CH2:19][CH2:20][C:21]2[CH:26]=[CH:25][C:24]([S:27]([C:30]3[CH:31]=[C:32]([CH2:36][CH2:37][C:38]([O:40][CH2:43][CH3:44])=[O:39])[CH:33]=[CH:34][CH:35]=3)(=[O:29])=[O:28])=[CH:23][CH:22]=2)[CH:17]=[CH:16][CH:15]=1. (2) Given the reactants [CH3:1][O:2][C:3]1[CH:8]=[CH:7][C:6]([C:9]2[C:10]([CH2:21][OH:22])=[C:11]([CH3:20])[O:12][C:13]=2[C:14]2[CH:19]=[CH:18][CH:17]=[CH:16][CH:15]=2)=[CH:5][CH:4]=1.Br[CH2:24][CH2:25][CH2:26][CH2:27][CH2:28][C:29]([O:31][CH2:32][CH3:33])=[O:30].O.Cl, predict the reaction product. The product is: [CH3:1][O:2][C:3]1[CH:4]=[CH:5][C:6]([C:9]2[C:10]([CH2:21][O:22][CH2:24][CH2:25][CH2:26][CH2:27][CH2:28][C:29]([O:31][CH2:32][CH3:33])=[O:30])=[C:11]([CH3:20])[O:12][C:13]=2[C:14]2[CH:19]=[CH:18][CH:17]=[CH:16][CH:15]=2)=[CH:7][CH:8]=1. (3) The product is: [C:8]([O:12][C:13](=[O:31])[C:14]1[C:19]([NH:20][C:21]2[CH:26]=[CH:25][C:24]([Br:27])=[CH:23][C:22]=2[Cl:28])=[C:18]([Cl:29])[C:17]([NH:3][CH2:1][CH:35]([OH:36])[CH3:37])=[N:16][CH:15]=1)([CH3:9])([CH3:10])[CH3:11]. Given the reactants [CH2:1]([N:3](CC)CC)C.[C:8]([O:12][C:13](=[O:31])[C:14]1[C:19]([NH:20][C:21]2[CH:26]=[CH:25][C:24]([Br:27])=[CH:23][C:22]=2[Cl:28])=[C:18]([Cl:29])[C:17](Cl)=[N:16][CH:15]=1)([CH3:11])([CH3:10])[CH3:9].CCO[C:35]([CH3:37])=[O:36], predict the reaction product. (4) Given the reactants Cl[C:2]1[CH2:6][C@H:5]([CH:7]2[CH2:11][CH2:10][CH2:9][CH2:8]2)[N:4]([C:12]2[CH:19]=[CH:18][C:15]([C:16]#[N:17])=[C:14]([CH3:20])[N:13]=2)[N:3]=1.CC1(C)C(C)(C)OB([C:29]2[CH:34]=[CH:33][C:32]([S:35]([CH3:38])(=[O:37])=[O:36])=[CH:31][CH:30]=2)O1.C(=O)([O-])[O-].[Na+].[Na+], predict the reaction product. The product is: [CH:7]1([C@@H:5]2[N:4]([C:12]3[CH:19]=[CH:18][C:15]([C:16]#[N:17])=[C:14]([CH3:20])[N:13]=3)[N:3]=[C:2]([C:29]3[CH:34]=[CH:33][C:32]([S:35]([CH3:38])(=[O:37])=[O:36])=[CH:31][CH:30]=3)[CH2:6]2)[CH2:11][CH2:10][CH2:9][CH2:8]1. (5) Given the reactants [NH:1]1[CH:9]=[C:7]([CH3:8])[C:5](=[O:6])[NH:4][C:2]1=[O:3].[C:10]([O:13][CH2:14][C@:15]1([C:24]#[C:25][Si:26]([CH3:29])([CH3:28])[CH3:27])[CH:19]=[CH:18][CH:17](OC(=O)C)[O:16]1)(=[O:12])[CH3:11].[Si](OS(C(F)(F)F)(=O)=O)(C)(C)C.O, predict the reaction product. The product is: [C:10]([O:13][CH2:14][C@:15]1([C:24]#[C:25][Si:26]([CH3:28])([CH3:27])[CH3:29])[CH:19]=[CH:18][CH:17]([N:1]2[CH:9]=[C:7]([CH3:8])[C:5](=[O:6])[NH:4][C:2]2=[O:3])[O:16]1)(=[O:12])[CH3:11]. (6) Given the reactants C1(C)C=CC=CC=1.F[C:9]1[C:10]([C:16]#[N:17])=[N:11][C:12]([F:15])=[CH:13][N:14]=1.C([O-])(=[O:20])C.[Na+].Cl, predict the reaction product. The product is: [F:15][C:12]1[N:11]=[C:10]([C:16]#[N:17])[C:9]([OH:20])=[N:14][CH:13]=1. (7) Given the reactants [Br:1][C:2]1[CH:3]=[N:4][CH:5]=[C:6]([Br:9])[C:7]=1[CH3:8].[Li+].CC([N-]C(C)C)C.[CH2:18]([O:20][C:21](=[O:24])[CH2:22]Br)[CH3:19].CC(O)=O, predict the reaction product. The product is: [Br:1][C:2]1[CH:3]=[N:4][CH:5]=[C:6]([Br:9])[C:7]=1[CH2:8][CH2:22][C:21]([O:20][CH2:18][CH3:19])=[O:24]. (8) Given the reactants Cl.[OH:2][CH:3]([C:17]1[C:26]2[C:21](=[CH:22][CH:23]=[CH:24][CH:25]=2)[CH:20]=[CH:19][CH:18]=1)[CH:4]([NH2:16])[CH2:5][C:6]1[CH:11]=[CH:10][C:9]([C:12]([F:15])([F:14])[F:13])=[CH:8][CH:7]=1.[F:27][C:28]([F:39])([F:38])[C:29]1[CH:37]=[CH:36][C:32]([C:33](Cl)=[O:34])=[CH:31][CH:30]=1.C(=O)([O-])O.[Na+], predict the reaction product. The product is: [OH:2][CH:3]([C:17]1[C:26]2[C:21](=[CH:22][CH:23]=[CH:24][CH:25]=2)[CH:20]=[CH:19][CH:18]=1)[CH:4]([NH:16][C:33](=[O:34])[C:32]1[CH:36]=[CH:37][C:29]([C:28]([F:27])([F:38])[F:39])=[CH:30][CH:31]=1)[CH2:5][C:6]1[CH:11]=[CH:10][C:9]([C:12]([F:13])([F:14])[F:15])=[CH:8][CH:7]=1.